Dataset: Forward reaction prediction with 1.9M reactions from USPTO patents (1976-2016). Task: Predict the product of the given reaction. (1) Given the reactants O[CH2:2][C:3]1[CH:4]=[C:5]([C:9]2[C:14]([CH3:15])=[CH:13][C:12]([O:16][CH2:17][C:18]3([OH:24])[CH2:23][CH2:22][S:21][CH2:20][CH2:19]3)=[CH:11][C:10]=2[CH3:25])[CH:6]=[CH:7][CH:8]=1.[F:26][C:27]1[CH:32]=[C:31]([NH:33][S:34]([C:37]2[CH:42]=[CH:41][CH:40]=[CH:39][C:38]=2[N+:43]([O-:45])=[O:44])(=[O:36])=[O:35])[CH:30]=[CH:29][C:28]=1[CH2:46][CH2:47][C:48]([O:50][CH2:51][CH3:52])=[O:49].C(P(CCCC)CCCC)CCC.N(C(N1CCCCC1)=O)=NC(N1CCCCC1)=O, predict the reaction product. The product is: [F:26][C:27]1[CH:32]=[C:31]([N:33]([CH2:2][C:3]2[CH:4]=[C:5]([C:9]3[C:14]([CH3:15])=[CH:13][C:12]([O:16][CH2:17][C:18]4([OH:24])[CH2:19][CH2:20][S:21][CH2:22][CH2:23]4)=[CH:11][C:10]=3[CH3:25])[CH:6]=[CH:7][CH:8]=2)[S:34]([C:37]2[CH:42]=[CH:41][CH:40]=[CH:39][C:38]=2[N+:43]([O-:45])=[O:44])(=[O:35])=[O:36])[CH:30]=[CH:29][C:28]=1[CH2:46][CH2:47][C:48]([O:50][CH2:51][CH3:52])=[O:49]. (2) Given the reactants [C:1]1([C:7]([C:11]2[CH:16]=[CH:15][CH:14]=[CH:13][CH:12]=2)([CH3:10])C=O)[CH:6]=[CH:5][CH:4]=[CH:3][CH:2]=1.[N+](=C(P(=O)(OC)OC)[C:20](=[O:22])[CH3:21])=[N-], predict the reaction product. The product is: [C:11]1([CH:7]([C:1]2[CH:2]=[CH:3][CH:4]=[CH:5][CH:6]=2)[CH2:10][C:5]#[C:4][C:3]2[CH:2]=[CH:1][CH:7]=[CH:10][C:21]=2[CH:20]=[O:22])[CH:12]=[CH:13][CH:14]=[CH:15][CH:16]=1. (3) Given the reactants C([O:3][C:4](=[O:34])[C:5]1[CH:10]=[CH:9][CH:8]=[C:7]([N:11]2[C:15]([CH3:16])=[CH:14][CH:13]=[C:12]2[C:17]2[CH:22]=[C:21]([Cl:23])[CH:20]=[CH:19][C:18]=2[O:24][CH2:25][C:26]2[CH:31]=[CH:30][C:29]([O:32][CH3:33])=[CH:28][CH:27]=2)[CH:6]=1)C.[OH-].[Na+], predict the reaction product. The product is: [Cl:23][C:21]1[CH:20]=[CH:19][C:18]([O:24][CH2:25][C:26]2[CH:27]=[CH:28][C:29]([O:32][CH3:33])=[CH:30][CH:31]=2)=[C:17]([C:12]2[N:11]([C:7]3[CH:6]=[C:5]([CH:10]=[CH:9][CH:8]=3)[C:4]([OH:34])=[O:3])[C:15]([CH3:16])=[CH:14][CH:13]=2)[CH:22]=1. (4) The product is: [Si:11]([O:28][CH2:29][C@@H:30]1[CH2:34][CH2:33][C@@:32]([C@@H:36]([CH3:41])/[CH:37]=[CH:38]/[CH:39]=[O:40])([CH3:35])[C:31]1([CH3:42])[CH3:43])([C:24]([CH3:26])([CH3:27])[CH3:25])([C:18]1[CH:19]=[CH:20][CH:21]=[CH:22][CH:23]=1)[C:12]1[CH:13]=[CH:14][CH:15]=[CH:16][CH:17]=1. Given the reactants C(Cl)(=O)C(Cl)=O.CS(C)=O.[Si:11]([O:28][CH2:29][C@@H:30]1[CH2:34][CH2:33][C@@:32]([C@@H:36]([CH3:41])/[CH:37]=[CH:38]/[CH2:39][OH:40])([CH3:35])[C:31]1([CH3:43])[CH3:42])([C:24]([CH3:27])([CH3:26])[CH3:25])([C:18]1[CH:23]=[CH:22][CH:21]=[CH:20][CH:19]=1)[C:12]1[CH:17]=[CH:16][CH:15]=[CH:14][CH:13]=1.C(N(CC)CC)C, predict the reaction product.